From a dataset of Forward reaction prediction with 1.9M reactions from USPTO patents (1976-2016). Predict the product of the given reaction. (1) Given the reactants [CH3:1][C@H:2]1[O:8][C:7]2[CH:9]=[CH:10][CH:11]=[CH:12][C:6]=2[NH:5][C:4](=[O:13])[C@H:3]1[NH:14]C(=O)OC(C)(C)C.C(O)(C(F)(F)F)=O, predict the reaction product. The product is: [NH2:14][C@@H:3]1[C:4](=[O:13])[NH:5][C:6]2[CH:12]=[CH:11][CH:10]=[CH:9][C:7]=2[O:8][C@@H:2]1[CH3:1]. (2) Given the reactants [C:1]([O:5][C:6]([NH:8][CH:9]([C:13]1[CH:18]=[CH:17][CH:16]=[CH:15][CH:14]=1)[C:10]([OH:12])=O)=[O:7])([CH3:4])([CH3:3])[CH3:2].[F:19][C:20]1[CH:26]=[CH:25][C:23]([NH2:24])=[CH:22][CH:21]=1.CCN=C=NCCCN(C)C.C1C=CC2N(O)N=NC=2C=1.CN1CCOCC1, predict the reaction product. The product is: [C:1]([O:5][C:6](=[O:7])[NH:8][C@@H:9]([C:10](=[O:12])[NH:24][C:23]1[CH:25]=[CH:26][C:20]([F:19])=[CH:21][CH:22]=1)[C:13]1[CH:18]=[CH:17][CH:16]=[CH:15][CH:14]=1)([CH3:2])([CH3:3])[CH3:4]. (3) Given the reactants [CH3:1][C:2]1[C:7]([C:8](OCC)=[O:9])=[CH:6][N:5]=[C:4]([C:13]([F:16])([F:15])[F:14])[N:3]=1.[H-].C([Al+]CC(C)C)C(C)C.O.O.O.O.O.O.O.O.O.O.S([O-])([O-])(=O)=O.[Na+].[Na+], predict the reaction product. The product is: [CH3:1][C:2]1[C:7]([CH2:8][OH:9])=[CH:6][N:5]=[C:4]([C:13]([F:16])([F:14])[F:15])[N:3]=1. (4) Given the reactants [F:1][C:2]1[CH:3]=[CH:4][C:5]([C:26]2[C:31]([CH3:32])=[CH:30][C:29]([OH:33])=[CH:28][C:27]=2[CH3:34])=[C:6]2[C:10]=1[C@H:9]([O:11][C:12]1[CH:25]=[CH:24][C:15]3[C@H:16]([CH2:19][C:20]([O:22][CH3:23])=[O:21])[CH2:17][O:18][C:14]=3[CH:13]=1)[CH2:8][CH2:7]2.Cl[CH2:36][C:37]1[N:38]([CH3:42])[CH:39]=[CH:40][N:41]=1.C(=O)([O-])[O-].[K+].[K+], predict the reaction product. The product is: [CH3:34][C:27]1[CH:28]=[C:29]([O:33][CH2:36][C:37]2[N:38]([CH3:42])[CH:39]=[CH:40][N:41]=2)[CH:30]=[C:31]([CH3:32])[C:26]=1[C:5]1[CH:4]=[CH:3][C:2]([F:1])=[C:10]2[C:6]=1[CH2:7][CH2:8][C@H:9]2[O:11][C:12]1[CH:25]=[CH:24][C:15]2[C@H:16]([CH2:19][C:20]([O:22][CH3:23])=[O:21])[CH2:17][O:18][C:14]=2[CH:13]=1. (5) Given the reactants CO[CH2:3][C:4]1[CH:5]=[C:6]([N:10]([CH2:18][C:19]2[CH:24]=[CH:23][CH:22]=[C:21]([O:25][C:26]([F:31])([F:30])[CH:27]([F:29])[F:28])[CH:20]=2)[CH2:11][CH:12]([OH:17])[C:13]([F:16])([F:15])[F:14])[CH:7]=[CH:8][CH:9]=1.B(Br)(Br)[Br:33].COC, predict the reaction product. The product is: [Br:33][CH2:3][C:4]1[CH:5]=[C:6]([N:10]([CH2:18][C:19]2[CH:24]=[CH:23][CH:22]=[C:21]([O:25][C:26]([F:31])([F:30])[CH:27]([F:29])[F:28])[CH:20]=2)[CH2:11][CH:12]([OH:17])[C:13]([F:16])([F:15])[F:14])[CH:7]=[CH:8][CH:9]=1. (6) Given the reactants [CH:1]1([NH2:7])[CH2:6][CH2:5][CH2:4][CH2:3][CH2:2]1.C(OC([NH:15][CH2:16][CH2:17][CH2:18][CH2:19][C@H:20]([NH:24][C:25]([O:27][CH2:28][CH:29]1[C:41]2[CH:40]=[CH:39][CH:38]=[CH:37][C:36]=2[C:35]2[C:30]1=[CH:31][CH:32]=[CH:33][CH:34]=2)=[O:26])[C:21](O)=[O:22])=O)(C)(C)C, predict the reaction product. The product is: [CH:31]1[C:30]2[CH:29]([CH2:28][O:27][C:25](=[O:26])[NH:24][C@H:20]([C:21](=[O:22])[NH:7][CH:1]3[CH2:6][CH2:5][CH2:4][CH2:3][CH2:2]3)[CH2:19][CH2:18][CH2:17][CH2:16][NH2:15])[C:41]3[C:36](=[CH:37][CH:38]=[CH:39][CH:40]=3)[C:35]=2[CH:34]=[CH:33][CH:32]=1. (7) Given the reactants [CH3:1][C:2]1[CH:7]=[CH:6][C:5]([OH:8])=[CH:4][C:3]=1[N+:9]([O-:11])=[O:10].[CH2:12](Br)[CH2:13][CH2:14][CH3:15].C(=O)([O-])[O-].[Na+].[Na+].CN(C=O)C, predict the reaction product. The product is: [CH2:12]([O:8][C:5]1[CH:6]=[CH:7][C:2]([CH3:1])=[C:3]([N+:9]([O-:11])=[O:10])[CH:4]=1)[CH2:13][CH2:14][CH3:15]. (8) Given the reactants C([S:9][C@@H:10]([C:26]1[S:30][CH:29]=[N:28][CH:27]=1)[CH2:11][C@H:12]1[CH2:16][O:15][C:14]([CH3:18])([CH3:17])[N:13]1[C:19]([O:21][C:22]([CH3:25])([CH3:24])[CH3:23])=[O:20])(=O)C1C=CC=CC=1.F[C:32]1[CH:39]=[C:38]([Cl:40])[CH:37]=[CH:36][C:33]=1[C:34]#[N:35].C(=O)([O-])[O-].[Cs+].[Cs+], predict the reaction product. The product is: [Cl:40][C:38]1[CH:37]=[CH:36][C:33]([C:34]#[N:35])=[C:32]([S:9][C@@H:10]([C:26]2[S:30][CH:29]=[N:28][CH:27]=2)[CH2:11][C@H:12]2[CH2:16][O:15][C:14]([CH3:17])([CH3:18])[N:13]2[C:19]([O:21][C:22]([CH3:24])([CH3:25])[CH3:23])=[O:20])[CH:39]=1. (9) Given the reactants C1(C(=[N:14][C@@H:15]([CH2:23][C:24]2[CH:29]=[CH:28][C:27]([O:30][C:31]([F:34])([F:33])[F:32])=[CH:26][CH:25]=2)[C:16]([O:18]C(C)(C)C)=[O:17])C2C=CC=CC=2)C=CC=CC=1.[ClH:35], predict the reaction product. The product is: [ClH:35].[NH2:14][C@@H:15]([CH2:23][C:24]1[CH:25]=[CH:26][C:27]([O:30][C:31]([F:32])([F:33])[F:34])=[CH:28][CH:29]=1)[C:16]([OH:18])=[O:17].